Task: Predict the reactants needed to synthesize the given product.. Dataset: Full USPTO retrosynthesis dataset with 1.9M reactions from patents (1976-2016) (1) Given the product [CH3:1][C:2]1[O:6][N:5]=[C:4]([C:7]2[N:11]3[N:12]=[C:13]([O:20][CH2:31][C:32]4[N:33]=[N:34][N:35]([CH3:37])[CH:36]=4)[C:14]4[C:19]([C:10]3=[N:9][CH:8]=2)=[CH:18][CH:17]=[CH:16][CH:15]=4)[CH:3]=1, predict the reactants needed to synthesize it. The reactants are: [CH3:1][C:2]1[O:6][N:5]=[C:4]([C:7]2[N:11]3[NH:12][C:13](=[O:20])[C:14]4[C:19]([C:10]3=[N:9][CH:8]=2)=[CH:18][CH:17]=[CH:16][CH:15]=4)[CH:3]=1.[H-].[Na+].C(=O)([O-])[O-].[K+].[K+].Cl.Cl[CH2:31][C:32]1[N:33]=[N:34][N:35]([CH3:37])[CH:36]=1. (2) Given the product [CH3:1][C@@:2]([OH:34])([C:30]([CH3:33])([CH3:32])[CH3:31])[C@@H:3]1[C@:8]2([O:28][CH3:29])[C@@H:9]3[O:23][C:18]4=[C:19]([OH:22])[CH:20]=[CH:21][C:16]5=[C:17]4[C@:10]43[CH2:11][CH2:12][N:13]([CH2:24][CH:25]3[CH2:26][CH2:27]3)[C@H:14]([CH2:15]5)[C@@:5]4([CH2:6][CH2:7]2)[CH2:4]1.[ClH:35], predict the reactants needed to synthesize it. The reactants are: [CH3:1][C@@:2]([OH:34])([C:30]([CH3:33])([CH3:32])[CH3:31])[C@@H:3]1[C@:8]2([O:28][CH3:29])[C@@H:9]3[O:23][C:18]4=[C:19]([OH:22])[CH:20]=[CH:21][C:16]5=[C:17]4[C@:10]43[CH2:11][CH2:12][N:13]([CH2:24][CH:25]3[CH2:27][CH2:26]3)[C@H:14]([CH2:15]5)[C@@:5]4([CH2:6][CH2:7]2)[CH2:4]1.[ClH:35]. (3) Given the product [CH2:1]([O:3][C:4]([C:6]1[CH:29]=[CH:28][C:9]2[NH:10][C:11]([NH:13][CH2:14][CH:15]3[CH2:16][CH2:17][NH:18][CH2:19][CH2:20]3)=[N:12][C:8]=2[CH:7]=1)=[O:5])[CH3:2], predict the reactants needed to synthesize it. The reactants are: [CH2:1]([O:3][C:4]([C:6]1[CH:29]=[CH:28][C:9]2[NH:10][C:11]([NH:13][CH2:14][CH:15]3[CH2:20][CH2:19][N:18](C(OC(C)(C)C)=O)[CH2:17][CH2:16]3)=[N:12][C:8]=2[CH:7]=1)=[O:5])[CH3:2].Cl.O1CCOCC1.C(O)C. (4) Given the product [NH2:1][C:2]1[CH:7]=[CH:6][C:5]([CH2:8][C:9]([CH3:16])([CH3:15])[CH2:10][OH:11])=[C:4]([C:17]([F:18])([F:19])[F:20])[CH:3]=1, predict the reactants needed to synthesize it. The reactants are: [NH2:1][C:2]1[CH:7]=[CH:6][C:5]([CH2:8][C:9]([CH3:16])([CH3:15])[C:10](OCC)=[O:11])=[C:4]([C:17]([F:20])([F:19])[F:18])[CH:3]=1.[H-].[H-].[H-].[H-].[Li+].[Al+3]. (5) The reactants are: [OH:1][C:2]1[CH:11]=[C:10]2[C:5]([CH2:6][CH2:7][C:8](=[O:12])[NH:9]2)=[CH:4][CH:3]=1.[Br:13][CH2:14][CH:15]1[CH2:20][CH2:19][CH:18]([CH2:21]Br)[CH2:17][CH2:16]1.C([O-])([O-])=O.[K+].[K+]. Given the product [Br:13][CH2:14][CH:15]1[CH2:20][CH2:19][CH:18]([CH2:21][O:1][C:2]2[CH:11]=[C:10]3[C:5]([CH2:6][CH2:7][C:8](=[O:12])[NH:9]3)=[CH:4][CH:3]=2)[CH2:17][CH2:16]1, predict the reactants needed to synthesize it. (6) Given the product [CH3:25][O:24][C:21]1[CH:22]=[CH:23][C:18]([CH:17]2[CH2:16][CH2:15][N:14]([CH:26]3[CH2:30][CH2:29][N:28]([CH2:31][C:32]4[CH:33]=[CH:34][C:35]([CH3:38])=[CH:36][CH:37]=4)[C:27]3=[O:39])[CH2:13][C:12]2=[O:11])=[CH:19][CH:20]=1, predict the reactants needed to synthesize it. The reactants are: CS(C)=O.C(Cl)(=O)C(Cl)=O.[OH:11][C@@H:12]1[C@@H:17]([C:18]2[CH:23]=[CH:22][C:21]([O:24][CH3:25])=[CH:20][CH:19]=2)[CH2:16][CH2:15][N:14]([CH:26]2[CH2:30][CH2:29][N:28]([CH2:31][C:32]3[CH:37]=[CH:36][C:35]([CH3:38])=[CH:34][CH:33]=3)[C:27]2=[O:39])[CH2:13]1.C(N(CC)CC)C.